From a dataset of Reaction yield outcomes from USPTO patents with 853,638 reactions. Predict the reaction yield, written as a fraction of the theoretical maximum amount of product (1.0 means a 100% yield; for example, 0.34 means a 34% yield). The reactants are [F:1][C:2]1[CH:24]=[C:23]([N+:25]([O-])=O)[CH:22]=[CH:21][C:3]=1[O:4][C:5]1[CH:10]=[CH:9][N:8]=[C:7]([NH:11][C:12]([N:14]2[CH2:19][CH2:18][N:17]([CH3:20])[CH2:16][CH2:15]2)=[O:13])[CH:6]=1. The catalyst is CO.[C].[Pd]. The product is [NH2:25][C:23]1[CH:22]=[CH:21][C:3]([O:4][C:5]2[CH:10]=[CH:9][N:8]=[C:7]([NH:11][C:12]([N:14]3[CH2:15][CH2:16][N:17]([CH3:20])[CH2:18][CH2:19]3)=[O:13])[CH:6]=2)=[C:2]([F:1])[CH:24]=1. The yield is 0.628.